This data is from Experimentally validated miRNA-target interactions with 360,000+ pairs, plus equal number of negative samples. The task is: Binary Classification. Given a miRNA mature sequence and a target amino acid sequence, predict their likelihood of interaction. (1) The miRNA is mmu-miR-370-3p with sequence GCCUGCUGGGGUGGAACCUGGU. The protein sequence of the target gene is MASGSGPGAAASANLNAVRETMDVLLEISRILNTGLDMETLSICVRLCEQGINPEALSSVIKELRKGTEALKAAENTS. Result: 0 (no interaction). (2) The miRNA is cel-miR-71-5p with sequence UGAAAGACAUGGGUAGUGAGACG. The protein sequence of the target gene is MAEVKLGMKTQVPASVESQKPRSKKAPDFPIVEKQNWLIHLHYIRKDYEACKAVIKEQLQETQGLCEYAIYVQALIFRLEGNIQESLELFQTCAVLSPQCADNLKQVARSLFLLGKHKAATEVYNEAAKLNQKDWEICHNLGVCYTYLKQFNKAQDQLHSALQLNKHDLTYIMLGKIHLLQGDLDKAIEIYKKAVEFSPENTELLTTLGLLYLQLGVYQKAFEHLGNALTYDPANYKAILAAGSMMQTHGDFDVALTKYRVVACAIPESPPLWNNIGMCFFGKKKYVAAISCLKRANYLA.... Result: 0 (no interaction).